Dataset: Forward reaction prediction with 1.9M reactions from USPTO patents (1976-2016). Task: Predict the product of the given reaction. (1) Given the reactants [C:1]([O:5][C:6](=[O:17])[NH:7][CH2:8][CH2:9][C:10]1[CH:15]=[CH:14][C:13]([NH2:16])=[CH:12][CH:11]=1)([CH3:4])([CH3:3])[CH3:2].[C:18]([O:24][CH2:25][C:26]1[CH:31]=[CH:30][CH:29]=[CH:28][CH:27]=1)(=[O:23])[CH2:19][C:20]([CH3:22])=O.[C:32]1(C)C=CC=CC=1, predict the reaction product. The product is: [CH2:25]([O:24][C:18](=[O:23])/[CH:19]=[C:20](/[NH:16][C:13]1[CH:14]=[CH:15][C:10]([CH2:9][CH2:8][NH:7][C:6]([O:5][C:1]([CH3:4])([CH3:2])[CH3:3])=[O:17])=[CH:11][C:12]=1[CH3:32])\[CH3:22])[C:26]1[CH:31]=[CH:30][CH:29]=[CH:28][CH:27]=1. (2) Given the reactants [NH2:1][C:2]1[CH:23]=[CH:22][CH:21]=[CH:20][C:3]=1[NH:4][C@@H:5]([C:14]1[CH:19]=[CH:18][CH:17]=[CH:16][CH:15]=1)[CH2:6][C:7]([O:9][C:10]([CH3:13])([CH3:12])[CH3:11])=[O:8].[C:24](O)(=O)C.C(N)=N, predict the reaction product. The product is: [N:4]1([C@@H:5]([C:14]2[CH:19]=[CH:18][CH:17]=[CH:16][CH:15]=2)[CH2:6][C:7]([O:9][C:10]([CH3:13])([CH3:12])[CH3:11])=[O:8])[C:3]2[CH:20]=[CH:21][CH:22]=[CH:23][C:2]=2[N:1]=[CH:24]1. (3) Given the reactants [NH:1]1[CH2:6][CH2:5][O:4][CH2:3][C@@H:2]1[C:7]([O:9][CH3:10])=[O:8].[F:11][C:12]1[CH:13]=[C:14]([CH:19]=[C:20]([F:22])[CH:21]=1)[C:15](=[O:18])[CH2:16]Br.CCN(C(C)C)C(C)C, predict the reaction product. The product is: [F:11][C:12]1[CH:13]=[C:14]([C:15](=[O:18])[CH2:16][N:1]2[CH2:6][CH2:5][O:4][CH2:3][C@@H:2]2[C:7]([O:9][CH3:10])=[O:8])[CH:19]=[C:20]([F:22])[CH:21]=1. (4) Given the reactants [CH3:1][C:2]1([CH3:25])[CH2:11][CH2:10][C:9]([CH3:13])([CH3:12])[C:8]2[CH:7]=[C:6]([C:14]3[O:15][C:16]([CH:19]4[CH2:24][CH2:23][NH:22][CH2:21][CH2:20]4)=[CH:17][N:18]=3)[CH:5]=[CH:4][C:3]1=2.[OH:26][CH2:27][CH2:28][CH2:29][CH2:30][CH:31]=O, predict the reaction product. The product is: [CH3:1][C:2]1([CH3:25])[CH2:11][CH2:10][C:9]([CH3:12])([CH3:13])[C:8]2[CH:7]=[C:6]([C:14]3[O:15][C:16]([CH:19]4[CH2:24][CH2:23][N:22]([CH2:31][CH2:30][CH2:29][CH2:28][CH2:27][OH:26])[CH2:21][CH2:20]4)=[CH:17][N:18]=3)[CH:5]=[CH:4][C:3]1=2. (5) Given the reactants [NH2:1][C:2]1[C:7]([C:8]([C:10]2[CH:15]=[CH:14][CH:13]=[CH:12][C:11]=2[F:16])=[O:9])=[CH:6][CH:5]=[C:4]([NH:17][CH:18]2[CH2:23][CH2:22][NH:21][CH2:20][CH2:19]2)[N:3]=1.[CH2:24]([N:26]=[C:27]=[O:28])[CH3:25], predict the reaction product. The product is: [CH2:24]([NH:26][C:27]([N:21]1[CH2:20][CH2:19][CH:18]([NH:17][C:4]2[CH:5]=[CH:6][C:7]([C:8](=[O:9])[C:10]3[CH:15]=[CH:14][CH:13]=[CH:12][C:11]=3[F:16])=[C:2]([NH2:1])[N:3]=2)[CH2:23][CH2:22]1)=[O:28])[CH3:25]. (6) Given the reactants C(N(CC)CC)C.[C:8]([C:10]1[CH:15]=[CH:14][CH:13]=[CH:12][C:11]=1[C:16]1[C:17](=[O:35])[N:18]([C:28]2[CH:33]=[CH:32][CH:31]=[C:30]([NH2:34])[CH:29]=2)[CH:19]=[C:20]([C:22]2[CH:27]=[CH:26][CH:25]=[CH:24][N:23]=2)[CH:21]=1)#[N:9].[OH-].[Na+].[CH3:38][S:39](Cl)(=[O:41])=[O:40], predict the reaction product. The product is: [C:8]([C:10]1[CH:15]=[CH:14][CH:13]=[CH:12][C:11]=1[C:16]1[C:17](=[O:35])[N:18]([C:28]2[CH:33]=[CH:32][CH:31]=[C:30]([NH:34][S:39]([CH3:38])(=[O:41])=[O:40])[CH:29]=2)[CH:19]=[C:20]([C:22]2[CH:27]=[CH:26][CH:25]=[CH:24][N:23]=2)[CH:21]=1)#[N:9].